Dataset: Reaction yield outcomes from USPTO patents with 853,638 reactions. Task: Predict the reaction yield, written as a fraction of the theoretical maximum amount of product (1.0 means a 100% yield; for example, 0.34 means a 34% yield). The reactants are [CH3:1][C:2]1[CH:7]=[CH:6][C:5]([Mg]Br)=[CH:4][CH:3]=1.[C:10](Cl)(=[O:17])[C:11]1[CH:16]=[CH:15][CH:14]=[CH:13][CH:12]=1. The catalyst is C1COCC1. The product is [CH3:1][C:2]1[CH:7]=[CH:6][C:5]([C:10]([C:11]2[CH:16]=[CH:15][CH:14]=[CH:13][CH:12]=2)=[O:17])=[CH:4][CH:3]=1. The yield is 0.800.